From a dataset of Catalyst prediction with 721,799 reactions and 888 catalyst types from USPTO. Predict which catalyst facilitates the given reaction. (1) Reactant: [Al+3].[Cl-].[Cl-].[Cl-].[C:5]1([CH2:11][CH2:12][CH2:13][CH2:14][CH2:15][CH2:16][CH2:17][CH3:18])[CH:10]=[CH:9][CH:8]=[CH:7][CH:6]=1.[Br:19][CH2:20][C:21](Br)=[O:22]. Product: [Br:19][CH2:20][C:21]([C:8]1[CH:9]=[CH:10][C:5]([CH2:11][CH2:12][CH2:13][CH2:14][CH2:15][CH2:16][CH2:17][CH3:18])=[CH:6][CH:7]=1)=[O:22]. The catalyst class is: 26. (2) Reactant: [Cl:1][C:2]1[CH:7]=[C:6]([Cl:8])[CH:5]=[CH:4][C:3]=1[CH2:9][C:10](=O)[CH2:11][F:12].N1C=CC=CC=1.Cl.[CH3:21][O:22][NH2:23]. Product: [CH3:21][O:22][N:23]=[C:10]([CH2:11][F:12])[CH2:9][C:3]1[CH:4]=[CH:5][C:6]([Cl:8])=[CH:7][C:2]=1[Cl:1]. The catalyst class is: 5. (3) Reactant: [NH:1]1[CH2:4][CH:3]([O:5][C:6]2[CH:7]=[C:8]([NH:16][C:17]([NH:19][C:20]3[CH:38]=[CH:37][C:23]([O:24][C:25]4[CH:30]=[CH:29][N:28]=[C:27]([NH:31][C:32]([CH:34]5[CH2:36][CH2:35]5)=[O:33])[CH:26]=4)=[CH:22][CH:21]=3)=[O:18])[CH:9]=[C:10]([C:12]([F:15])([F:14])[F:13])[CH:11]=2)[CH2:2]1.C=O.O.[C:42]([O-])(O)=O.[Na+]. Product: [CH3:42][N:1]1[CH2:4][CH:3]([O:5][C:6]2[CH:7]=[C:8]([NH:16][C:17]([NH:19][C:20]3[CH:21]=[CH:22][C:23]([O:24][C:25]4[CH:30]=[CH:29][N:28]=[C:27]([NH:31][C:32]([CH:34]5[CH2:35][CH2:36]5)=[O:33])[CH:26]=4)=[CH:37][CH:38]=3)=[O:18])[CH:9]=[C:10]([C:12]([F:14])([F:13])[F:15])[CH:11]=2)[CH2:2]1. The catalyst class is: 5.